This data is from CYP2C19 inhibition data for predicting drug metabolism from PubChem BioAssay. The task is: Regression/Classification. Given a drug SMILES string, predict its absorption, distribution, metabolism, or excretion properties. Task type varies by dataset: regression for continuous measurements (e.g., permeability, clearance, half-life) or binary classification for categorical outcomes (e.g., BBB penetration, CYP inhibition). Dataset: cyp2c19_veith. (1) The drug is COc1ccc(-n2c(=O)c(C)nc3cnc(Oc4ccccc4)nc32)cc1. The result is 0 (non-inhibitor). (2) The molecule is N[C@@H](Cc1ccccc1)C(=O)O. The result is 0 (non-inhibitor). (3) The compound is CN(C)C(=O)c1ccc(-c2cc(N(C)Cc3ccco3)ncn2)cc1. The result is 0 (non-inhibitor). (4) The compound is CCCCC/C=C\C/C=C\C/C=C\C/C=C\CCCC(=O)NCC(=O)O. The result is 0 (non-inhibitor). (5) The molecule is CC1CC(OCC(O)CN2CCN(Cc3ccccc3)CC2)CC(C)(C)C1.Cl. The result is 0 (non-inhibitor).